This data is from Reaction yield outcomes from USPTO patents with 853,638 reactions. The task is: Predict the reaction yield, written as a fraction of the theoretical maximum amount of product (1.0 means a 100% yield; for example, 0.34 means a 34% yield). (1) The reactants are [OH:1][C:2]1[CH:10]=[CH:9][C:5]([C:6]([OH:8])=[O:7])=[CH:4][C:3]=1[N+:11]([O-:13])=[O:12].[CH3:14]CCCCC.[Si](C=[N+]=[N-])(C)(C)C. The catalyst is CO.C1C=CC=CC=1. The product is [OH:1][C:2]1[CH:10]=[CH:9][C:5]([C:6]([O:8][CH3:14])=[O:7])=[CH:4][C:3]=1[N+:11]([O-:13])=[O:12]. The yield is 0.790. (2) The reactants are [NH2:1][C:2]1[CH:3]=[C:4]2[C:9](=[CH:10][CH:11]=1)[O:8][CH:7]([C:12](O)=[O:13])[CH2:6][CH2:5]2.[H-].[Al+3].[Li+].[H-].[H-].[H-]. The catalyst is C1COCC1. The product is [NH2:1][C:2]1[CH:3]=[C:4]2[C:9](=[CH:10][CH:11]=1)[O:8][CH:7]([CH2:12][OH:13])[CH2:6][CH2:5]2. The yield is 0.876. (3) The reactants are [OH-].[Li+].C([O:5][C:6](=[O:35])[CH:7]=[C:8]1[CH2:34][CH2:33][C:11]2([O:15][C:14]([C:16]3[CH:17]=[CH:18][C:19]4[N:20]([N:22]=[CH:23][N:24]=4)[CH:21]=3)=[C:13]([C:25]3[CH:26]=[C:27]([CH3:31])[CH:28]=[CH:29][CH:30]=3)[C:12]2=[O:32])[CH2:10][CH2:9]1)C.O1CCCC1. No catalyst specified. The product is [N:24]1[CH:23]=[N:22][N:20]2[CH:21]=[C:16]([C:14]3[O:15][C:11]4([CH2:33][CH2:34][CH:8]([CH2:7][C:6]([OH:35])=[O:5])[CH2:9][CH2:10]4)[C:12](=[O:32])[C:13]=3[C:25]3[CH:26]=[C:27]([CH3:31])[CH:28]=[CH:29][CH:30]=3)[CH:17]=[CH:18][C:19]=12. The yield is 0.770. (4) The reactants are [Br:1][C:2]1[CH:7]=[CH:6][C:5]([C:8]2[NH:12][CH:11]=[N:10][N:9]=2)=[CH:4][C:3]=1[CH3:13].[O:14]1[CH:19]=[CH:18][CH2:17][CH2:16][CH2:15]1. The catalyst is O1CCCC1.C(OCC)(=O)C.CS(O)(=O)=O. The product is [Br:1][C:2]1[CH:7]=[CH:6][C:5]([C:8]2[N:12]([CH:15]3[CH2:16][CH2:17][CH2:18][CH2:19][O:14]3)[CH:11]=[N:10][N:9]=2)=[CH:4][C:3]=1[CH3:13]. The yield is 0.980. (5) The reactants are Br[C:2]1[CH:3]=[C:4]([C:8]2[O:12][C:11]([NH:13][C:14]3[CH:19]=[C:18]([S:20]([CH2:23][CH3:24])(=[O:22])=[O:21])[CH:17]=[CH:16][C:15]=3[O:25][CH3:26])=[N:10][CH:9]=2)[CH:5]=[CH:6][CH:7]=1.[C:27]([C:29]1[CH:34]=[CH:33][C:32](B(O)O)=[CH:31][CH:30]=1)#[N:28].C(=O)([O-])[O-].[Na+].[Na+]. The catalyst is CN(C=O)C. The yield is 0.580. The product is [CH2:23]([S:20]([C:18]1[CH:17]=[CH:16][C:15]([O:25][CH3:26])=[C:14]([NH:13][C:11]2[O:12][C:8]([C:4]3[CH:3]=[C:2]([C:32]4[CH:33]=[CH:34][C:29]([C:27]#[N:28])=[CH:30][CH:31]=4)[CH:7]=[CH:6][CH:5]=3)=[CH:9][N:10]=2)[CH:19]=1)(=[O:22])=[O:21])[CH3:24]. (6) The reactants are [C:1]([N:9]=[C:10]=[S:11])(=[O:8])[C:2]1[CH:7]=[CH:6][CH:5]=[CH:4][CH:3]=1.[NH2:12][C:13]([CH2:18][CH3:19])([CH2:16][CH3:17])[CH2:14][OH:15].CCCCCC. The catalyst is O1CCCC1. The product is [CH2:16]([C:13]([NH:12][C:10]([NH:9][C:1](=[O:8])[C:2]1[CH:7]=[CH:6][CH:5]=[CH:4][CH:3]=1)=[S:11])([CH2:14][OH:15])[CH2:18][CH3:19])[CH3:17]. The yield is 0.800.